This data is from Full USPTO retrosynthesis dataset with 1.9M reactions from patents (1976-2016). The task is: Predict the reactants needed to synthesize the given product. Given the product [C:1]([C:5]1[CH:10]=[C:9]([C:19]([CH2:21][CH3:22])([CH3:20])[CH3:18])[C:8]([CH3:11])=[CH:7][C:6]=1[OH:12])([CH3:4])([CH3:3])[CH3:2], predict the reactants needed to synthesize it. The reactants are: [C:1]([C:5]1[CH:10]=[CH:9][C:8]([CH3:11])=[CH:7][C:6]=1[OH:12])([CH3:4])([CH3:3])[CH3:2].S(=O)(=O)(O)O.[CH3:18][C:19](=[CH:21][CH3:22])[CH3:20].